This data is from Full USPTO retrosynthesis dataset with 1.9M reactions from patents (1976-2016). The task is: Predict the reactants needed to synthesize the given product. (1) Given the product [CH2:2]([O:9][C:10](=[O:33])[NH:11][C:12]1[CH:17]=[CH:16][CH:15]=[C:14]([O:18][C:19]2[CH:24]=[CH:23][C:22]([N+:25]([O-:27])=[O:26])=[C:21]([CH:28]=[O:29])[CH:20]=2)[CH:13]=1)[C:3]1[CH:4]=[CH:5][CH:6]=[CH:7][CH:8]=1, predict the reactants needed to synthesize it. The reactants are: Cl.[CH2:2]([O:9][C:10](=[O:33])[NH:11][C:12]1[CH:17]=[CH:16][CH:15]=[C:14]([O:18][C:19]2[CH:24]=[CH:23][C:22]([N+:25]([O-:27])=[O:26])=[C:21]([CH:28](OC)[O:29]C)[CH:20]=2)[CH:13]=1)[C:3]1[CH:8]=[CH:7][CH:6]=[CH:5][CH:4]=1. (2) Given the product [Br:1][C:2]1[C:10]2[S:9][C:8]([NH:11][C:12](=[O:13])[NH:14][CH2:15][CH3:16])=[N:7][C:6]=2[CH:5]=[C:4]([C:17]2[CH:18]=[N:19][C:20]([N:23]3[CH2:28][CH2:27][C:26]([CH3:34])([C:29]([OH:31])=[O:30])[CH2:25][CH2:24]3)=[N:21][CH:22]=2)[CH:3]=1, predict the reactants needed to synthesize it. The reactants are: [Br:1][C:2]1[C:10]2[S:9][C:8]([NH:11][C:12]([NH:14][CH2:15][CH3:16])=[O:13])=[N:7][C:6]=2[CH:5]=[C:4]([C:17]2[CH:18]=[N:19][C:20]([N:23]3[CH2:28][CH2:27][C:26]([CH3:34])([C:29]([O:31]CC)=[O:30])[CH2:25][CH2:24]3)=[N:21][CH:22]=2)[CH:3]=1.CC(C)([O-])C.[K+].O.